From a dataset of Full USPTO retrosynthesis dataset with 1.9M reactions from patents (1976-2016). Predict the reactants needed to synthesize the given product. (1) The reactants are: CS(O[CH:6]1[CH2:11][CH2:10][CH2:9][N:8]([C:12]2[S:13][CH:14]=[CH:15][N:16]=2)[CH2:7]1)(=O)=O.[CH3:17][NH2:18].[NH4+].[OH-]. Given the product [CH3:17][NH:18][CH:6]1[CH2:11][CH2:10][CH2:9][N:8]([C:12]2[S:13][CH:14]=[CH:15][N:16]=2)[CH2:7]1, predict the reactants needed to synthesize it. (2) Given the product [CH3:29][C@H:30]1[CH2:35][N:34]([CH2:36][C:37]2[CH:42]=[CH:41][C:40]([N:43]([CH3:44])[C:11]([C:10]3[CH:9]=[CH:8][C:7]([C:2]4[CH:3]=[CH:4][CH:5]=[CH:6][N:1]=4)=[CH:15][CH:14]=3)=[O:13])=[CH:39][CH:38]=2)[CH2:33][CH2:32][N:31]1[C:45]([O:47][C:48]([CH3:49])([CH3:51])[CH3:50])=[O:46], predict the reactants needed to synthesize it. The reactants are: [N:1]1[CH:6]=[CH:5][CH:4]=[CH:3][C:2]=1[C:7]1[CH:15]=[CH:14][C:10]([C:11]([OH:13])=O)=[CH:9][CH:8]=1.ON1C2C=CC=CC=2N=N1.C(Cl)Cl.[CH3:29][C@H:30]1[CH2:35][N:34]([CH2:36][C:37]2[CH:42]=[CH:41][C:40]([NH:43][CH3:44])=[CH:39][CH:38]=2)[CH2:33][CH2:32][N:31]1[C:45]([O:47][C:48]([CH3:51])([CH3:50])[CH3:49])=[O:46]. (3) Given the product [CH3:1][C:2]1[C:3]2[N:9]=[CH:10][NH:8][C:4]=2[CH:5]=[CH:6][CH:7]=1, predict the reactants needed to synthesize it. The reactants are: [CH3:1][C:2]1[CH:7]=[CH:6][CH:5]=[C:4]([NH2:8])[C:3]=1[NH2:9].[CH:10](O)=O. (4) Given the product [CH:21]([C:3]1[C:2](=[O:26])[NH:7][N:6]=[C:5]([O:8][C:9]2[C:14]([CH3:15])=[CH:13][C:12]([CH2:16][C:17]([OH:19])=[O:18])=[CH:11][C:10]=2[CH3:20])[CH:4]=1)([CH3:23])[CH3:22], predict the reactants needed to synthesize it. The reactants are: Cl[C:2]1[N:7]=[N:6][C:5]([O:8][C:9]2[C:14]([CH3:15])=[CH:13][C:12]([CH2:16][C:17]([OH:19])=[O:18])=[CH:11][C:10]=2[CH3:20])=[CH:4][C:3]=1[CH:21]([CH3:23])[CH3:22].C([O-])(=[O:26])C.[Na+].CO.